This data is from Full USPTO retrosynthesis dataset with 1.9M reactions from patents (1976-2016). The task is: Predict the reactants needed to synthesize the given product. (1) Given the product [CH2:25]([NH:30][CH2:2][C:3]([C:19]1[CH:24]=[CH:23][CH:22]=[CH:21][CH:20]=1)([C:13]1[CH:18]=[CH:17][CH:16]=[CH:15][CH:14]=1)[CH2:4][NH:5][C:6](=[O:12])[O:7][C:8]([CH3:11])([CH3:10])[CH3:9])[C:26]([CH3:29])([CH3:28])[CH3:27], predict the reactants needed to synthesize it. The reactants are: O=[CH:2][C:3]([C:19]1[CH:24]=[CH:23][CH:22]=[CH:21][CH:20]=1)([C:13]1[CH:18]=[CH:17][CH:16]=[CH:15][CH:14]=1)[CH2:4][NH:5][C:6](=[O:12])[O:7][C:8]([CH3:11])([CH3:10])[CH3:9].[CH2:25]([NH2:30])[C:26]([CH3:29])([CH3:28])[CH3:27].C(O[BH-](OC(=O)C)OC(=O)C)(=O)C.[Na+].[BH4-].[Na+].Cl. (2) Given the product [CH:32]([C:19]1[S:18][C:17]([NH:16][C:14](=[O:15])/[C:13](/[C:10]2[CH:11]=[CH:12][CH:7]=[CH:8][CH:9]=2)=[CH:22]/[CH:23]2[CH2:28][CH2:27][O:26][CH2:25][CH2:24]2)=[N:21][CH:20]=1)=[O:33], predict the reactants needed to synthesize it. The reactants are: [Li]CCCC.Br[C:7]1[CH:12]=[CH:11][C:10](/[C:13](=[CH:22]\[CH:23]2[CH2:28][CH2:27][O:26][CH2:25][CH2:24]2)/[C:14]([NH:16][C:17]2[S:18][CH:19]=[CH:20][N:21]=2)=[O:15])=[CH:9][CH:8]=1.CN([CH:32]=[O:33])C.S(=O)(O)[O-]. (3) Given the product [Cl:1][C:2]1[C:3]([NH:11][C:12]2[CH:17]=[CH:16][C:15]([Cl:18])=[CH:14][CH:13]=2)=[N:4][CH:5]=[C:6]([C:7]2[NH:9][CH:20]=[C:21]([CH2:22][CH3:23])[N:8]=2)[CH:10]=1, predict the reactants needed to synthesize it. The reactants are: [Cl:1][C:2]1[C:3]([NH:11][C:12]2[CH:17]=[CH:16][C:15]([Cl:18])=[CH:14][CH:13]=2)=[N:4][CH:5]=[C:6]([CH:10]=1)[C:7]([NH2:9])=[NH:8].Br[CH2:20][C:21](=O)[CH2:22][CH3:23]. (4) Given the product [CH2:11]([O:13][P:14]([CH:19]=[CH:7][C:6]1[CH:9]=[C:2]([Cl:1])[CH:3]=[CH:4][C:5]=1[OH:10])(=[O:18])[O:15][CH2:16][CH3:17])[CH3:12], predict the reactants needed to synthesize it. The reactants are: [Cl:1][C:2]1[CH:3]=[CH:4][C:5]([OH:10])=[C:6]([CH:9]=1)[CH:7]=O.[CH2:11]([O:13][P:14]([CH2:19]P(OCC)(OCC)=O)(=[O:18])[O:15][CH2:16][CH3:17])[CH3:12].[OH-].[Na+].Cl. (5) Given the product [C:27]([O:31][C:32]([N:34]1[CH2:39][CH2:38][N:37]([C:40]2[CH:45]=[CH:44][C:43]([C:51]3[CH:52]=[CH:53][C:48]([Cl:47])=[CH:49][CH:50]=3)=[CH:42][N:41]=2)[CH2:36][CH2:35]1)=[O:33])([CH3:30])([CH3:29])[CH3:28], predict the reactants needed to synthesize it. The reactants are: C(OC(N1CCN(C2N=CC(C3C=CC(F)=CC=3)=CN=2)CC1)=O)(C)(C)C.[C:27]([O:31][C:32]([N:34]1[CH2:39][CH2:38][N:37]([C:40]2[CH:45]=[CH:44][C:43](Br)=[CH:42][N:41]=2)[CH2:36][CH2:35]1)=[O:33])([CH3:30])([CH3:29])[CH3:28].[Cl:47][C:48]1[CH:53]=[CH:52][C:51](B(O)O)=[CH:50][CH:49]=1. (6) The reactants are: [C:1]([C:3]1[CH:17]=[CH:16][C:6]([O:7][C:8]2[CH:13]=[CH:12][C:11]([O:14][CH3:15])=[CH:10][CH:9]=2)=[CH:5][CH:4]=1)#[N:2].[OH2:18]. Given the product [CH3:15][O:14][C:11]1[CH:12]=[CH:13][C:8]([O:7][C:6]2[CH:16]=[CH:17][C:3]([C:1]([NH2:2])=[O:18])=[CH:4][CH:5]=2)=[CH:9][CH:10]=1, predict the reactants needed to synthesize it. (7) Given the product [Cl:5][C:6]1[N:7]=[C:8]([NH:1][CH2:2][CH2:3][OH:4])[CH:9]=[CH:10][CH:11]=1, predict the reactants needed to synthesize it. The reactants are: [NH2:1][CH2:2][CH2:3][OH:4].[Cl:5][C:6]1[CH:11]=[CH:10][CH:9]=[C:8](Cl)[N:7]=1. (8) Given the product [CH2:27]([O:29][C:30](=[O:43])[C:31]([CH3:42])([CH3:41])[CH2:32][C:33]1[N:8]([CH2:7][C:6]2[CH:18]=[CH:19][C:3]([Br:2])=[CH:4][CH:5]=2)[C:10]2[C:15]([C:34]=1[S:35][C:36]([CH3:39])([CH3:38])[CH3:37])=[CH:14][C:13]([O:16][CH3:17])=[CH:12][CH:11]=2)[CH3:28], predict the reactants needed to synthesize it. The reactants are: Cl.[Br:2][C:3]1[CH:19]=[CH:18][C:6]([CH2:7][N:8]([C:10]2[CH:15]=[CH:14][C:13]([O:16][CH3:17])=[CH:12][CH:11]=2)N)=[CH:5][CH:4]=1.C1(C)C=CC=CC=1.[CH2:27]([O:29][C:30](=[O:43])[C:31]([CH3:42])([CH3:41])[CH2:32][C:33](=O)[CH2:34][S:35][C:36]([CH3:39])([CH3:38])[CH3:37])[CH3:28].C([O-])(=O)C.[Na+]. (9) Given the product [Br:1][C:2]1[CH:3]=[CH:4][C:5]2[O:10][C@@:9]([CH3:16])([CH:11]([O:14][CH3:15])[O:12][CH3:13])[C@H:8]([OH:17])[C@@H:7]([N:26]([C:23]3[CH:24]=[CH:25][C:20]([Cl:19])=[CH:21][CH:22]=3)[CH2:27][C:28]3[N:29]=[N:30][N:31]([CH3:33])[N:32]=3)[C:6]=2[CH:18]=1, predict the reactants needed to synthesize it. The reactants are: [Br:1][C:2]1[CH:3]=[CH:4][C:5]2[O:10][C@@:9]([CH3:16])([CH:11]([O:14][CH3:15])[O:12][CH3:13])[C@@H:8]3[O:17][C@@H:7]3[C:6]=2[CH:18]=1.[Cl:19][C:20]1[CH:25]=[CH:24][C:23]([NH:26][CH2:27][C:28]2[N:29]=[N:30][N:31]([CH3:33])[N:32]=2)=[CH:22][CH:21]=1.